Dataset: Reaction yield outcomes from USPTO patents with 853,638 reactions. Task: Predict the reaction yield, written as a fraction of the theoretical maximum amount of product (1.0 means a 100% yield; for example, 0.34 means a 34% yield). (1) The reactants are [CH3:1][O:2][C:3]1[CH:4]=[C:5]2[C:9](=[CH:10][CH:11]=1)[N:8]([CH3:12])[C:7](=[O:13])[CH2:6]2.[I:14][C:15]1[C:23]2[C:18](=[CH:19][C:20]([CH:24]=O)=[CH:21][CH:22]=2)[NH:17][N:16]=1.N1CCCC[CH2:27]1.[H-].[Na+].[I-].C[S+](C)(C)=O. The catalyst is CN(C=O)C.CO. The product is [I:14][C:15]1[C:23]2[C:18](=[CH:19][C:20]([C@H:24]3[C@@:6]4([C:5]5[C:9](=[CH:10][CH:11]=[C:3]([O:2][CH3:1])[CH:4]=5)[N:8]([CH3:12])[C:7]4=[O:13])[CH2:27]3)=[CH:21][CH:22]=2)[NH:17][N:16]=1. The yield is 0.570. (2) The catalyst is ClCCCl.CN(C)C1C=CN=CC=1. The reactants are [C:1]([O:9][C@H:10]1[C@H:14]([CH2:15][O:16][C:17](=[O:24])[C:18]2[CH:23]=[CH:22][CH:21]=[CH:20][CH:19]=2)[O:13][C@H:12]([N:25]2[CH:32]=[CH:31][C:29](=[O:30])[NH:28][C:26]2=[O:27])[C@@H:11]1O)(=[O:8])[C:2]1[CH:7]=[CH:6][CH:5]=[CH:4][CH:3]=1.O(C(Cl)=S)C1C=CC=CC=1. The yield is 0.560. The product is [C:1]([O:9][C@H:10]1[C@H:14]([CH2:15][O:16][C:17](=[O:24])[C:18]2[CH:23]=[CH:22][CH:21]=[CH:20][CH:19]=2)[O:13][C@H:12]([N:25]2[CH:32]=[CH:31][C:29](=[O:30])[NH:28][C:26]2=[O:27])[CH2:11]1)(=[O:8])[C:2]1[CH:3]=[CH:4][CH:5]=[CH:6][CH:7]=1. (3) The reactants are I[C:2]1[CH:7]=[CH:6][N:5]=[C:4]([S:8][CH3:9])[N:3]=1.[Cu](C#N)[C:11]#[N:12]. The catalyst is N1C=CC=CC=1. The product is [CH3:9][S:8][C:4]1[N:3]=[C:2]([C:11]#[N:12])[CH:7]=[CH:6][N:5]=1. The yield is 0.770. (4) The reactants are [OH:1][C:2]1[C:3]([CH3:11])=[C:4]([CH:8]=[CH:9][CH:10]=1)[C:5]([OH:7])=[O:6].S(=O)(=O)(O)O.[CH3:17]O. No catalyst specified. The product is [OH:1][C:2]1[C:3]([CH3:11])=[C:4]([CH:8]=[CH:9][CH:10]=1)[C:5]([O:7][CH3:17])=[O:6]. The yield is 0.860. (5) The reactants are [Si]([O:8][CH2:9][C:10](=[CH:20][F:21])[CH2:11][NH:12][C:13](=[O:19])[O:14][C:15]([CH3:18])([CH3:17])[CH3:16])(C(C)(C)C)(C)C.CCCC[N+](CCCC)(CCCC)CCCC.[F-]. The catalyst is C1COCC1. The product is [F:21]/[CH:20]=[C:10](\[CH2:9][OH:8])/[CH2:11][NH:12][C:13](=[O:19])[O:14][C:15]([CH3:16])([CH3:17])[CH3:18].[F:21]/[CH:20]=[C:10](/[CH2:9][OH:8])\[CH2:11][NH:12][C:13](=[O:19])[O:14][C:15]([CH3:16])([CH3:17])[CH3:18]. The yield is 0.0650. (6) The reactants are Br[C:2]1[CH:7]=[CH:6][C:5]([NH:8][C:9]([C:11]2[CH:12]=[C:13]3[C:21](=[CH:22][CH:23]=2)[NH:20][C:19]2[C:18](=[O:24])[NH:17][CH2:16][CH:15]([CH3:25])[C:14]3=2)=[O:10])=[CH:4][C:3]=1[F:26].C(N(CC)CC)C.[CH3:34][OH:35].CN([CH:39]=[O:40])C. The catalyst is C1C=CC(P(C2C=CC=CC=2)[C-]2C=CC=C2)=CC=1.C1C=CC(P(C2C=CC=CC=2)[C-]2C=CC=C2)=CC=1.Cl[Pd]Cl.[Fe+2]. The product is [CH3:34][O:35][C:39](=[O:40])[C:2]1[CH:7]=[CH:6][C:5]([NH:8][C:9]([C:11]2[CH:12]=[C:13]3[C:21](=[CH:22][CH:23]=2)[NH:20][C:19]2[C:18](=[O:24])[NH:17][CH2:16][CH:15]([CH3:25])[C:14]3=2)=[O:10])=[CH:4][C:3]=1[F:26]. The yield is 0.720.